Dataset: Forward reaction prediction with 1.9M reactions from USPTO patents (1976-2016). Task: Predict the product of the given reaction. (1) Given the reactants Cl.[Cl:2][C:3]1[CH:4]=[CH:5][C:6]([NH:9][C:10](=[O:38])[C:11]([NH:13][C@H:14]2[CH2:19][CH2:18][C@H:17]([C:20]([N:22]([CH3:24])[CH3:23])=[O:21])[CH2:16][C@H:15]2[NH:25][C:26]([C:28]2[CH:37]=[CH:36][C:35]3[CH2:34][NH:33][CH2:32][CH2:31][C:30]=3[N:29]=2)=[O:27])=[O:12])=[N:7][CH:8]=1.[CH2:39]=O, predict the reaction product. The product is: [ClH:2].[Cl:2][C:3]1[CH:4]=[CH:5][C:6]([NH:9][C:10](=[O:38])[C:11]([NH:13][C@H:14]2[CH2:19][CH2:18][C@H:17]([C:20]([N:22]([CH3:24])[CH3:23])=[O:21])[CH2:16][C@H:15]2[NH:25][C:26]([C:28]2[CH:37]=[CH:36][C:35]3[CH2:34][N:33]([CH3:39])[CH2:32][CH2:31][C:30]=3[N:29]=2)=[O:27])=[O:12])=[N:7][CH:8]=1. (2) Given the reactants CC(OCC1C2C(=CC=CC=2)C(COC(C)=O)=C2C=1C=CC=C2)=O.C(O)(=O)C[C:27]([CH2:32][C:33]([OH:35])=[O:34])([C:29]([OH:31])=[O:30])[OH:28], predict the reaction product. The product is: [C:29]([OH:31])(=[O:30])[CH:27]([CH2:32][C:33]([OH:35])=[O:34])[OH:28]. (3) Given the reactants C[O:2][C:3]1[C:4]([C:12](=[O:22])[C:13]2[CH:18]=[CH:17][C:16]([N+:19]([O-:21])=[O:20])=[CH:15][CH:14]=2)=[C:5]([CH3:11])[CH:6]=[C:7]([O:9]C)[CH:8]=1.B(Br)(Br)Br, predict the reaction product. The product is: [OH:9][C:7]1[CH:6]=[C:5]([CH3:11])[C:4]([C:12](=[O:22])[C:13]2[CH:14]=[CH:15][C:16]([N+:19]([O-:21])=[O:20])=[CH:17][CH:18]=2)=[C:3]([OH:2])[CH:8]=1. (4) Given the reactants Cl[C:2]1[O:3][C:4]([C:15]2[CH:20]=[CH:19][C:18]([O:21][CH3:22])=[CH:17][CH:16]=2)=[C:5]([C:7]2[CH:12]=[CH:11][C:10]([O:13][CH3:14])=[CH:9][CH:8]=2)[N:6]=1.[NH:23]1[CH2:28][CH2:27][NH:26][CH2:25][CH2:24]1.C(=O)([O-])[O-].[Cs+].[Cs+].O, predict the reaction product. The product is: [CH3:14][O:13][C:10]1[CH:11]=[CH:12][C:7]([C:5]2[N:6]=[C:2]([N:23]3[CH2:28][CH2:27][NH:26][CH2:25][CH2:24]3)[O:3][C:4]=2[C:15]2[CH:20]=[CH:19][C:18]([O:21][CH3:22])=[CH:17][CH:16]=2)=[CH:8][CH:9]=1. (5) Given the reactants [F:1][C:2]1[CH:28]=[CH:27][CH:26]=[CH:25][C:3]=1[CH2:4][N:5]1[C:9]2=[N:10][CH:11]=[CH:12][CH:13]=[C:8]2[C:7]([C:14]2[N:23]=[C:22](N)[C:21]3[C:16](=[CH:17][CH:18]=[CH:19][CH:20]=3)[N:15]=2)=[N:6]1.N(OCCC(C)C)=O.CN(C)C=O, predict the reaction product. The product is: [F:1][C:2]1[CH:28]=[CH:27][CH:26]=[CH:25][C:3]=1[CH2:4][N:5]1[C:9]2=[N:10][CH:11]=[CH:12][CH:13]=[C:8]2[C:7]([C:14]2[N:23]=[CH:22][C:21]3[C:16](=[CH:17][CH:18]=[CH:19][CH:20]=3)[N:15]=2)=[N:6]1. (6) Given the reactants [C:1]([C:5]1[CH:10]=[CH:9][C:8]([NH:11][C:12]([NH:14][CH2:15][CH2:16][CH2:17][N:18]([CH2:20][C@@H:21]2[C@@H:25]([OH:26])[C@@H:24]([OH:27])[C@H:23]([N:28]3[C:32]4[N:33]=[CH:34][N:35]=[C:36]([NH:37][CH2:38][C:39]5[CH:44]=[CH:43][C:42]([O:45][CH3:46])=[CH:41][C:40]=5[O:47][CH3:48])[C:31]=4[CH:30]=[CH:29]3)[O:22]2)[CH3:19])=[O:13])=[CH:7][CH:6]=1)([CH3:4])([CH3:3])[CH3:2].[ClH:49].O, predict the reaction product. The product is: [ClH:49].[C:1]([C:5]1[CH:10]=[CH:9][C:8]([NH:11][C:12]([NH:14][CH2:15][CH2:16][CH2:17][N:18]([CH2:20][C@@H:21]2[C@@H:25]([OH:26])[C@@H:24]([OH:27])[C@H:23]([N:28]3[C:32]4[N:33]=[CH:34][N:35]=[C:36]([NH:37][CH2:38][C:39]5[CH:44]=[CH:43][C:42]([O:45][CH3:46])=[CH:41][C:40]=5[O:47][CH3:48])[C:31]=4[CH:30]=[CH:29]3)[O:22]2)[CH3:19])=[O:13])=[CH:7][CH:6]=1)([CH3:4])([CH3:2])[CH3:3]. (7) Given the reactants Br[C:2]1[CH:7]=[C:6]([F:8])[C:5]([NH:9][C:10]([NH:12][CH2:13][CH3:14])=[O:11])=[C:4]([F:15])[CH:3]=1.[CH3:16][C:17]1([CH3:33])[C:21]([CH3:23])([CH3:22])[O:20][B:19]([B:19]2[O:20][C:21]([CH3:23])([CH3:22])[C:17]([CH3:33])([CH3:16])[O:18]2)[O:18]1.C([O-])(=O)C.[K+].ClCCl, predict the reaction product. The product is: [F:8][C:6]1[CH:7]=[C:2]([B:19]2[O:20][C:21]([CH3:23])([CH3:22])[C:17]([CH3:33])([CH3:16])[O:18]2)[CH:3]=[C:4]([F:15])[C:5]=1[NH:9][C:10]([NH:12][CH2:13][CH3:14])=[O:11].